Dataset: Full USPTO retrosynthesis dataset with 1.9M reactions from patents (1976-2016). Task: Predict the reactants needed to synthesize the given product. (1) Given the product [Br:1][C:2]1[CH:7]=[C:6]2[C:5]([CH:13]=[C:10]([CH2:12][CH2:15][OH:19])[N:9]=[CH:8]2)=[CH:4][CH:3]=1, predict the reactants needed to synthesize it. The reactants are: [Br:1][C:2]1[CH:3]=[CH:4][C:5](I)=[C:6](/[CH:8]=[N:9]/[C:10]([CH3:13])([CH3:12])C)[CH:7]=1.[CH2:15]([OH:19])CC#C.C(NC(C)C)(C)C. (2) Given the product [CH2:1]([N:8]1[CH2:13][CH2:12][CH:11]([NH2:14])[CH:10]([CH3:16])[CH2:9]1)[C:2]1[CH:3]=[CH:4][CH:5]=[CH:6][CH:7]=1, predict the reactants needed to synthesize it. The reactants are: [CH2:1]([N:8]1[CH2:13][CH2:12][C:11](=[N:14]O)[CH:10]([CH3:16])[CH2:9]1)[C:2]1[CH:7]=[CH:6][CH:5]=[CH:4][CH:3]=1.[H-].[H-].[H-].[H-].[Li+].[Al+3]. (3) Given the product [N:23]1[C:24]2[NH:25][CH2:26][CH2:27][CH2:28][C:29]=2[CH:30]=[CH:31][C:22]=1[CH2:21][CH2:20][CH2:19][C:15]1[CH:14]=[C:13]2[C:18](=[CH:17][CH:16]=1)[N:10]([CH:6]([CH2:7][CH2:8][CH3:9])[CH2:5][C:4]([OH:32])=[O:3])[CH:11]=[CH:12]2, predict the reactants needed to synthesize it. The reactants are: C([O:3][C:4](=[O:32])[CH2:5][CH:6]([N:10]1[C:18]2[C:13](=[CH:14][C:15]([CH2:19][CH2:20][CH2:21][C:22]3[CH:31]=[CH:30][C:29]4[CH2:28][CH2:27][CH2:26][NH:25][C:24]=4[N:23]=3)=[CH:16][CH:17]=2)[CH:12]=[CH:11]1)[CH2:7][CH2:8][CH3:9])C.[OH-].[Na+].Cl. (4) Given the product [NH2:16][CH2:15][C@H:12]1[CH2:13][CH2:14][C@H:9]([C:8]#[N:7])[CH2:10][CH2:11]1, predict the reactants needed to synthesize it. The reactants are: C(OC(=O)[NH:7][CH2:8][C@H:9]1[CH2:14][CH2:13][C@H:12]([C:15]#[N:16])[CH2:11][CH2:10]1)(C)(C)C.FC(F)(F)C(O)=O.